Dataset: Peptide-MHC class II binding affinity with 134,281 pairs from IEDB. Task: Regression. Given a peptide amino acid sequence and an MHC pseudo amino acid sequence, predict their binding affinity value. This is MHC class II binding data. The peptide sequence is WCYGVENVRVAYGKC. The MHC is HLA-DQA10501-DQB10402 with pseudo-sequence HLA-DQA10501-DQB10402. The binding affinity (normalized) is 0.466.